This data is from Catalyst prediction with 721,799 reactions and 888 catalyst types from USPTO. The task is: Predict which catalyst facilitates the given reaction. Reactant: [CH:1]12[CH2:6][CH:5]1[CH2:4][N:3]([C:7]1[N:12]=[C:11]([NH:13][CH2:14][C:15]3[CH:20]=[CH:19][C:18]([O:21][CH3:22])=[C:17]([Cl:23])[CH:16]=3)[C:10]([C:24]([OH:26])=O)=[CH:9][N:8]=1)[CH2:2]2.[CH3:27][C:28]1[N:29]=[CH:30][C:31]([CH2:34][NH2:35])=[N:32][CH:33]=1.C(N(CC)CC)C.CN(C(ON1N=NC2C=CC=NC1=2)=[N+](C)C)C.F[P-](F)(F)(F)(F)F. Product: [CH:1]12[CH2:6][CH:5]1[CH2:4][N:3]([C:7]1[N:12]=[C:11]([NH:13][CH2:14][C:15]3[CH:20]=[CH:19][C:18]([O:21][CH3:22])=[C:17]([Cl:23])[CH:16]=3)[C:10]([C:24]([NH:35][CH2:34][C:31]3[CH:30]=[N:29][C:28]([CH3:27])=[CH:33][N:32]=3)=[O:26])=[CH:9][N:8]=1)[CH2:2]2. The catalyst class is: 1.